From a dataset of Full USPTO retrosynthesis dataset with 1.9M reactions from patents (1976-2016). Predict the reactants needed to synthesize the given product. (1) Given the product [C:3]1(=[O:9])[C:2]2[CH2:54][O:53][CH2:58][C:7]=2[CH:6]=[N:5][NH:4]1, predict the reactants needed to synthesize it. The reactants are: Cl[C:2]1[C:3](=[O:9])[NH:4][N:5]=[CH:6][C:7]=1Cl.[SnH4].C([Si](C)(C)Cl)(C)(C)C.CC(C1C=C(C(C)C)C(C2C=CC=CC=2P(C2CCCCC2)C2CCCCC2)=C(C(C)C)C=1)C.[O:53]1[CH2:58]COC[CH2:54]1. (2) Given the product [CH:11]1[C:23]2[CH:22]([CH2:24][O:25][C:26](=[O:55])[NH:27][C@H:28]3[CH2:33][CH2:32][CH2:31][C:30]([F:35])([F:34])[C@@H:29]3[NH:36][C:37]([C:39]3[S:40][C:41]([CH2:53][CH3:54])=[C:42]([C:2]4[N:6]5[N:7]=[CH:8][CH:9]=[CH:10][C:5]5=[N:4][CH:3]=4)[CH:43]=3)=[O:38])[C:21]3[C:16](=[CH:17][CH:18]=[CH:19][CH:20]=3)[C:15]=2[CH:14]=[CH:13][CH:12]=1, predict the reactants needed to synthesize it. The reactants are: Br[C:2]1[N:6]2[N:7]=[CH:8][CH:9]=[CH:10][C:5]2=[N:4][CH:3]=1.[CH:11]1[C:23]2[CH:22]([CH2:24][O:25][C:26](=[O:55])[NH:27][C@H:28]3[CH2:33][CH2:32][CH2:31][C:30]([F:35])([F:34])[C@@H:29]3[NH:36][C:37]([C:39]3[S:40][C:41]([CH2:53][CH3:54])=[C:42](B4OC(C)(C)C(C)(C)O4)[CH:43]=3)=[O:38])[C:21]3[C:16](=[CH:17][CH:18]=[CH:19][CH:20]=3)[C:15]=2[CH:14]=[CH:13][CH:12]=1.C1(P(C2CCCCC2)C2CCCCC2)CCCCC1.C([O-])(=O)C.[K+].